Dataset: Reaction yield outcomes from USPTO patents with 853,638 reactions. Task: Predict the reaction yield, written as a fraction of the theoretical maximum amount of product (1.0 means a 100% yield; for example, 0.34 means a 34% yield). (1) The reactants are [N:1]1([C:7]2[N:12]=[C:11]([N:13]3[CH:18]4[CH2:19][CH2:20][CH:14]3[CH2:15][O:16][CH2:17]4)[N:10]=[C:9]([C:21]3[CH:27]=[CH:26][C:24]([NH2:25])=[CH:23][CH:22]=3)[N:8]=2)[CH2:6][CH2:5][O:4][CH2:3][CH2:2]1.ClC(Cl)(O[C:32](=[O:38])OC(Cl)(Cl)Cl)Cl.[CH:40]([NH2:43])([CH3:42])[CH3:41]. No catalyst specified. The product is [CH:40]([NH:43][C:32]([NH:25][C:24]1[CH:26]=[CH:27][C:21]([C:9]2[N:8]=[C:7]([N:1]3[CH2:2][CH2:3][O:4][CH2:5][CH2:6]3)[N:12]=[C:11]([N:13]3[CH:14]4[CH2:20][CH2:19][CH:18]3[CH2:17][O:16][CH2:15]4)[N:10]=2)=[CH:22][CH:23]=1)=[O:38])([CH3:42])[CH3:41]. The yield is 0.500. (2) The reactants are [Cl:1][C:2]1[CH:7]=[CH:6][N:5]2[N:8]=[C:9]([C:24]3[CH:29]=[CH:28][C:27]([F:30])=[CH:26][CH:25]=3)[C:10]([C:11]3[CH:16]=[CH:15][N:14]=[C:13]([NH:17][C:18]4[CH:23]=[CH:22][CH:21]=[CH:20][CH:19]=4)[N:12]=3)=[C:4]2[CH:3]=1.C([Li])CCC.[CH2:36]([S:38]SCC)[CH3:37].O. The catalyst is O1CCCC1.C(OCC)(=O)C. The product is [Cl:1][C:2]1[CH:7]=[C:6]([S:38][CH2:36][CH3:37])[N:5]2[N:8]=[C:9]([C:24]3[CH:25]=[CH:26][C:27]([F:30])=[CH:28][CH:29]=3)[C:10]([C:11]3[CH:16]=[CH:15][N:14]=[C:13]([NH:17][C:18]4[CH:23]=[CH:22][CH:21]=[CH:20][CH:19]=4)[N:12]=3)=[C:4]2[CH:3]=1. The yield is 0.220. (3) The reactants are C(OC([N:8]1[CH2:13][CH2:12][C:11]2[N:14]([CH2:42][C:43]([F:46])([F:45])[F:44])[C:15]([C:17]3[CH:22]=[CH:21][N:20]=[C:19]([NH:23][C:24]4[CH:29]=[C:28]([N:30]5[CH2:35][CH2:34][N:33]([CH3:36])[CH2:32][CH2:31]5)[CH:27]=[CH:26][C:25]=4[O:37][C:38]([F:41])([F:40])[F:39])[N:18]=3)=[CH:16][C:10]=2[C:9]1=[O:47])=O)(C)(C)C.[ClH:48]. The catalyst is O1CCCC1.O1CCOCC1. The product is [ClH:48].[CH3:36][N:33]1[CH2:32][CH2:31][N:30]([C:28]2[CH:27]=[CH:26][C:25]([O:37][C:38]([F:41])([F:39])[F:40])=[C:24]([NH:23][C:19]3[N:18]=[C:17]([C:15]4[N:14]([CH2:42][C:43]([F:45])([F:46])[F:44])[C:11]5[CH2:12][CH2:13][NH:8][C:9](=[O:47])[C:10]=5[CH:16]=4)[CH:22]=[CH:21][N:20]=3)[CH:29]=2)[CH2:35][CH2:34]1. The yield is 0.980. (4) The reactants are Cl.Cl.[C:3]([C:5]1[CH:10]=[CH:9][C:8]([S:11]([N:14]([CH3:26])[CH2:15][CH2:16][N:17]2[CH2:24][CH:23]3[O:25][CH:19]([CH2:20][NH:21][CH2:22]3)[CH2:18]2)(=[O:13])=[O:12])=[CH:7][CH:6]=1)#[N:4].Br[CH2:28][CH2:29][O:30][C:31]1[CH:36]=[CH:35][CH:34]=[CH:33][C:32]=1[F:37].C(=O)([O-])[O-].[K+].[K+].C(#N)C. The catalyst is O. The product is [C:3]([C:5]1[CH:10]=[CH:9][C:8]([S:11]([N:14]([CH2:15][CH2:16][N:17]2[CH2:24][CH:23]3[O:25][CH:19]([CH2:20][N:21]([CH2:28][CH2:29][O:30][C:31]4[CH:36]=[CH:35][CH:34]=[CH:33][C:32]=4[F:37])[CH2:22]3)[CH2:18]2)[CH3:26])(=[O:13])=[O:12])=[CH:7][CH:6]=1)#[N:4]. The yield is 0.580. (5) The reactants are Cl[C:2]1[C:3](=[O:10])[O:4][C:5]([CH3:9])=[C:6]([Cl:8])[N:7]=1.[F:11][C:12]1[CH:18]=[C:17]([I:19])[CH:16]=[CH:15][C:13]=1[NH2:14].CS(O)(=O)=O.CO. The catalyst is C1(C)C=CC=CC=1. The product is [Cl:8][C:6]1[N:7]=[C:2]([NH:14][C:13]2[CH:15]=[CH:16][C:17]([I:19])=[CH:18][C:12]=2[F:11])[C:3](=[O:10])[O:4][C:5]=1[CH3:9]. The yield is 0.640. (6) The reactants are [C:1]([O:5][C:6]([N:8]1[CH2:12][CH2:11][CH:10](O)[CH2:9]1)=[O:7])([CH3:4])([CH3:3])[CH3:2].C1(P(C2C=CC=CC=2)C2C=CC=CC=2)C=CC=CC=1.C(Br)(Br)(Br)[Br:34]. The catalyst is C1COCC1. The product is [C:1]([O:5][C:6]([N:8]1[CH2:12][CH2:11][CH:10]([Br:34])[CH2:9]1)=[O:7])([CH3:4])([CH3:3])[CH3:2]. The yield is 0.800.